From a dataset of Forward reaction prediction with 1.9M reactions from USPTO patents (1976-2016). Predict the product of the given reaction. Given the reactants C[O:2][C:3]([C:5]1[N:6]=[N:7][C:8]([O:18][CH2:19][C:20]([F:23])([F:22])[F:21])=[C:9]([C:11]2[CH:16]=[CH:15][C:14]([Cl:17])=[CH:13][CH:12]=2)[CH:10]=1)=[O:4].[OH-].[Li+].Cl, predict the reaction product. The product is: [Cl:17][C:14]1[CH:15]=[CH:16][C:11]([C:9]2[CH:10]=[C:5]([C:3]([OH:4])=[O:2])[N:6]=[N:7][C:8]=2[O:18][CH2:19][C:20]([F:23])([F:22])[F:21])=[CH:12][CH:13]=1.